This data is from Forward reaction prediction with 1.9M reactions from USPTO patents (1976-2016). The task is: Predict the product of the given reaction. (1) Given the reactants [NH2:1][C@@H:2]([CH:6]([CH3:8])[CH3:7])[C:3]([OH:5])=[O:4].[OH-].[Na+].C([O-])(O)=O.[Na+].Cl[C:17]([O:19][CH3:20])=[O:18].Cl, predict the reaction product. The product is: [CH3:20][O:19][C:17]([NH:1][C@@H:2]([CH:6]([CH3:8])[CH3:7])[C:3]([OH:5])=[O:4])=[O:18]. (2) Given the reactants [C:1](=[S:16])(OC1C=CC=CN=1)OC1C=CC=CN=1.[NH:17]1[C:21]2=[N:22][CH:23]=[CH:24][C:25]([CH2:26][NH2:27])=[C:20]2[CH:19]=[CH:18]1, predict the reaction product. The product is: [N:27]([CH2:26][C:25]1[CH:24]=[CH:23][N:22]=[C:21]2[NH:17][CH:18]=[CH:19][C:20]=12)=[C:1]=[S:16]. (3) Given the reactants CC(C)([O-])C.[K+].[P:7]([O-:14])([O:11][CH2:12][CH3:13])[O:8][CH2:9][CH3:10].CS(O[CH2:20][C:21]1[CH:26]=[CH:25][CH:24]=[C:23]([CH:27]([O:31][CH2:32][CH3:33])[O:28][CH2:29][CH3:30])[CH:22]=1)(=O)=O.O, predict the reaction product. The product is: [CH2:9]([O:8][P:7]([CH2:20][C:21]1[CH:26]=[CH:25][CH:24]=[C:23]([CH:27]([O:28][CH2:29][CH3:30])[O:31][CH2:32][CH3:33])[CH:22]=1)(=[O:14])[O:11][CH2:12][CH3:13])[CH3:10]. (4) Given the reactants [C:1](=[O:4])([OH:3])O.[I:5][C:6]1[CH:7]=[C:8]([CH:14]=[CH:15][CH:16]=1)[CH2:9][NH:10][C:11]([NH2:13])=[NH:12].[C:17]([O:21][C:22](O[C:22]([O:21][C:17]([CH3:20])([CH3:19])[CH3:18])=[O:23])=[O:23])([CH3:20])([CH3:19])[CH3:18], predict the reaction product. The product is: [C:1]([N:10]([CH2:9][C:8]1[CH:14]=[CH:15][CH:16]=[C:6]([I:5])[CH:7]=1)[C:11]([NH:13][C:22]([O:21][C:17]([CH3:20])([CH3:18])[CH3:19])=[O:23])=[NH:12])([O:3][C:8]([CH3:14])([CH3:9])[CH3:7])=[O:4]. (5) Given the reactants [F:1][C:2]([F:29])([F:28])[CH:3]([C:19]1[CH:24]=C(Cl)C(Cl)=[C:21]([Cl:27])[CH:20]=1)/[CH:4]=[CH:5]/[C:6]1[CH:14]=[CH:13][C:9]([C:10](O)=[O:11])=[C:8]([C:15]([F:18])([F:17])[F:16])[CH:7]=1.[C:30]([Cl:35])(=O)[C:31]([Cl:33])=O.[Cl:36]CCl, predict the reaction product. The product is: [F:29][C:2]([F:28])([F:1])[CH:3]([C:19]1[CH:20]=[C:21]([Cl:27])[C:31]([Cl:33])=[C:30]([Cl:35])[CH:24]=1)/[CH:4]=[CH:5]/[C:6]1[CH:14]=[CH:13][C:9]([C:10]([Cl:36])=[O:11])=[C:8]([C:15]([F:16])([F:18])[F:17])[CH:7]=1. (6) The product is: [F:1][C:2]1[CH:7]=[CH:6][C:5]([S:40]([Cl:39])(=[O:42])=[O:41])=[C:4]([O:9][CH2:10][CH2:11][C:12]2[C:21]3[C:16](=[CH:17][CH:18]=[CH:19][CH:20]=3)[CH:15]=[CH:14][CH:13]=2)[CH:3]=1. Given the reactants [F:1][C:2]1[CH:7]=[CH:6][C:5](N)=[C:4]([O:9][CH2:10][CH2:11][C:12]2[C:21]3[C:16](=[CH:17][CH:18]=[CH:19][CH:20]=3)[CH:15]=[CH:14][CH:13]=2)[CH:3]=1.B(F)(F)F.CCOCC.N(OC(C)(C)C)=O.[Li+].[Cl-:39].[S:40](=[O:42])=[O:41], predict the reaction product.